From a dataset of Peptide-MHC class I binding affinity with 185,985 pairs from IEDB/IMGT. Regression. Given a peptide amino acid sequence and an MHC pseudo amino acid sequence, predict their binding affinity value. This is MHC class I binding data. (1) The peptide sequence is FQPQNGQDI. The MHC is H-2-Db with pseudo-sequence H-2-Db. The binding affinity (normalized) is 0.429. (2) The peptide sequence is VRLVFNLVKDP. The MHC is Mamu-B03 with pseudo-sequence Mamu-B03. The binding affinity (normalized) is 0.132. (3) The peptide sequence is DEPASTEPVHDQLL. The MHC is HLA-B08:01 with pseudo-sequence HLA-B08:01. The binding affinity (normalized) is 0. (4) The peptide sequence is AARHKHQVM. The MHC is HLA-A23:01 with pseudo-sequence HLA-A23:01. The binding affinity (normalized) is 0.0847. (5) The peptide sequence is FMTATPPGSV. The MHC is HLA-A02:06 with pseudo-sequence HLA-A02:06. The binding affinity (normalized) is 0.398.